Predict which catalyst facilitates the given reaction. From a dataset of Catalyst prediction with 721,799 reactions and 888 catalyst types from USPTO. (1) Reactant: [CH3:1][N:2]1[C:6](=[O:7])[CH2:5][NH:4][C:3]1=[O:8].[CH:9](=O)[C:10]1[CH:15]=[CH:14][CH:13]=[CH:12][CH:11]=1.N1CCCCC1.C(O)(=O)C. Product: [CH:9](=[C:5]1[NH:4][C:3](=[O:8])[N:2]([CH3:1])[C:6]1=[O:7])[C:10]1[CH:15]=[CH:14][CH:13]=[CH:12][CH:11]=1. The catalyst class is: 51. (2) Reactant: [Cl:1][C:2]1[CH:7]=[CH:6][C:5]([OH:8])=[C:4](I)[CH:3]=1.C([Si]([O:17][CH2:18][C:19]#[C:20][Si](C(C)(C)C)(C)C)(C)C)(C)(C)C.[Li+].[Cl-].C([O-])([O-])=O.[Na+].[Na+].CCCC[N+](CCCC)(CCCC)CCCC.[F-]. Product: [Cl:1][C:2]1[CH:7]=[CH:6][C:5]2[O:8][CH:20]=[C:19]([CH2:18][OH:17])[C:4]=2[CH:3]=1. The catalyst class is: 198.